Predict the reaction yield, written as a fraction of the theoretical maximum amount of product (1.0 means a 100% yield; for example, 0.34 means a 34% yield). From a dataset of Reaction yield outcomes from USPTO patents with 853,638 reactions. (1) The reactants are [CH3:1][O:2][CH2:3][CH2:4][NH2:5].[Cl:6][CH2:7][CH2:8][N:9]=[C:10]=[O:11]. The catalyst is C1COCC1. The product is [Cl:6][CH2:7][CH2:8][NH:9][C:10]([NH:5][CH2:4][CH2:3][O:2][CH3:1])=[O:11]. The yield is 1.00. (2) The reactants are [NH2:1][C:2]1[N:7]=[C:6]([CH2:8][CH2:9][O:10][C:11]2[CH:33]=[CH:32][C:14]([CH2:15][C@@H:16]([C:28]([O:30][CH3:31])=[O:29])[NH:17][C:18]([C:20]3[C:25]([Cl:26])=[CH:24][CH:23]=[CH:22][C:21]=3[Cl:27])=[O:19])=[CH:13][CH:12]=2)[CH:5]=[CH:4][CH:3]=1.C(O)(=O)C.[CH:38]1([CH:41]=O)[CH2:40][CH2:39]1.[BH-](OC(C)=O)(OC(C)=O)OC(C)=O.[Na+]. The catalyst is C(Cl)Cl.O. The product is [CH:38]1([CH2:41][NH:1][C:2]2[N:7]=[C:6]([CH2:8][CH2:9][O:10][C:11]3[CH:12]=[CH:13][C:14]([CH2:15][C@@H:16]([C:28]([O:30][CH3:31])=[O:29])[NH:17][C:18]([C:20]4[C:21]([Cl:27])=[CH:22][CH:23]=[CH:24][C:25]=4[Cl:26])=[O:19])=[CH:32][CH:33]=3)[CH:5]=[CH:4][CH:3]=2)[CH2:40][CH2:39]1. The yield is 0.570. (3) The reactants are [Cl:1][C:2]1[C:10]2[C:9]([NH:11][C:12]3[CH:21]=[CH:20][CH:19]=[CH:18][C:13]=3[C:14]([NH:16][CH3:17])=[O:15])=[N:8][C:7]([NH:22][C:23]3[CH:28]=[C:27]([N+:29]([O-])=O)[CH:26]=[CH:25][C:24]=3[O:32][CH3:33])=[N:6][C:5]=2[N:4]([CH2:34][O:35][CH2:36][CH2:37][Si:38]([CH3:41])([CH3:40])[CH3:39])[CH:3]=1.O.[Cl-].[NH4+]. The catalyst is CCO.[Fe]. The product is [NH2:29][C:27]1[CH:26]=[CH:25][C:24]([O:32][CH3:33])=[C:23]([NH:22][C:7]2[N:8]=[C:9]([NH:11][C:12]3[CH:21]=[CH:20][CH:19]=[CH:18][C:13]=3[C:14]([NH:16][CH3:17])=[O:15])[C:10]3[C:2]([Cl:1])=[CH:3][N:4]([CH2:34][O:35][CH2:36][CH2:37][Si:38]([CH3:41])([CH3:39])[CH3:40])[C:5]=3[N:6]=2)[CH:28]=1. The yield is 0.830. (4) The reactants are [OH:1][C@H:2]1[CH2:7][CH2:6][CH2:5][C@@H:4]([NH:8][C:9]2[C:14]([C:15]#[N:16])=[CH:13][N:12]=[C:11](SC)[N:10]=2)[C:3]1([CH3:20])[CH3:19].[F:21][C:22]([F:34])([CH3:33])[CH2:23][O:24][C:25]1[C:30]([CH2:31][NH2:32])=[CH:29][N:28]=[CH:27][N:26]=1.CCN(C(C)C)C(C)C. The catalyst is C1COCC1. The product is [F:34][C:22]([F:21])([CH3:33])[CH2:23][O:24][C:25]1[C:30]([CH2:31][NH:32][C:11]2[N:10]=[C:9]([NH:8][C@@H:4]3[CH2:5][CH2:6][CH2:7][C@H:2]([OH:1])[C:3]3([CH3:20])[CH3:19])[C:14]([C:15]#[N:16])=[CH:13][N:12]=2)=[CH:29][N:28]=[CH:27][N:26]=1. The yield is 0.200. (5) The reactants are [Cl:1][C:2]1[N:3]=[CH:4][C:5]2[NH:6][C:7](=[O:18])[C:8]3([CH2:17][CH2:16]3)[CH2:9][N:10]([CH:13]([CH3:15])[CH3:14])[C:11]=2[N:12]=1.[CH3:19]I.[H-].[Na+]. The catalyst is CC(N(C)C)=O.C(Cl)Cl. The product is [Cl:1][C:2]1[N:3]=[CH:4][C:5]2[N:6]([CH3:19])[C:7](=[O:18])[C:8]3([CH2:16][CH2:17]3)[CH2:9][N:10]([CH:13]([CH3:15])[CH3:14])[C:11]=2[N:12]=1. The yield is 0.700. (6) The reactants are Cl[C:2]1[CH:7]=[CH:6][C:5]([N+:8]([O-:10])=[O:9])=[CH:4][N:3]=1.C(N(CC)C(C)C)(C)C.[CH2:20]([N:22]1[CH2:27][CH2:26][NH:25][CH2:24][CH2:23]1)[CH3:21]. The catalyst is O.CN(C=O)C. The product is [CH2:20]([N:22]1[CH2:27][CH2:26][N:25]([C:2]2[CH:7]=[CH:6][C:5]([N+:8]([O-:10])=[O:9])=[CH:4][N:3]=2)[CH2:24][CH2:23]1)[CH3:21]. The yield is 0.830.